This data is from Forward reaction prediction with 1.9M reactions from USPTO patents (1976-2016). The task is: Predict the product of the given reaction. (1) Given the reactants [CH3:1][C:2]1([CH3:13])[C:10]2[C:5](=[C:6]([NH2:11])[CH:7]=[CH:8][CH:9]=2)[C@H:4]([CH3:12])[CH2:3]1.C(N(CC)CC)C.[CH3:21][N:22]1[C:26]([CH3:27])=[C:25]([C:28](Cl)=[O:29])[C:24]([CH3:31])=[N:23]1, predict the reaction product. The product is: [CH3:1][C:2]1([CH3:13])[C:10]2[C:5](=[C:6]([NH:11][C:28]([C:25]3[C:24]([CH3:31])=[N:23][N:22]([CH3:21])[C:26]=3[CH3:27])=[O:29])[CH:7]=[CH:8][CH:9]=2)[C@H:4]([CH3:12])[CH2:3]1. (2) Given the reactants [O:1]1CCO[CH:2]1[C:6]1[CH:7]=[C:8]([N:17]2[CH2:22][CH2:21][N:20]([CH:23]([CH3:25])[CH3:24])[CH2:19][CH2:18]2)[CH:9]=[C:10]([O:12][C:13]([F:16])([F:15])[F:14])[CH:11]=1.C(O)=O, predict the reaction product. The product is: [CH:23]([N:20]1[CH2:19][CH2:18][N:17]([C:8]2[CH:7]=[C:6]([CH:11]=[C:10]([O:12][C:13]([F:16])([F:15])[F:14])[CH:9]=2)[CH:2]=[O:1])[CH2:22][CH2:21]1)([CH3:25])[CH3:24]. (3) Given the reactants [CH:1]1([CH2:4][CH2:5][O:6][C:7]2[N:15]=[C:14]3[C:10]([N:11]=[CH:12][N:13]3[CH:16]3[CH2:21][CH2:20][CH2:19][CH2:18][O:17]3)=[C:9]([NH2:22])[N:8]=2)[CH2:3][CH2:2]1.[Br:23]N1C(=O)CCC1=O.O, predict the reaction product. The product is: [Br:23][C:12]1[N:13]([CH:16]2[CH2:21][CH2:20][CH2:19][CH2:18][O:17]2)[C:14]2[C:10]([N:11]=1)=[C:9]([NH2:22])[N:8]=[C:7]([O:6][CH2:5][CH2:4][CH:1]1[CH2:2][CH2:3]1)[N:15]=2. (4) Given the reactants [Cl:1][C:2]1[N:3]=[C:4]([C:9]([OH:11])=O)[NH:5][C:6]=1[CH2:7][CH3:8].S(Cl)(Cl)=O.[NH2:16][C:17]1[CH:18]=[C:19]2[C:23](=[CH:24][CH:25]=1)[CH2:22][N:21]([C:26]([O:28][C:29]([CH3:32])([CH3:31])[CH3:30])=[O:27])[CH2:20]2, predict the reaction product. The product is: [Cl:1][C:2]1[N:3]=[C:4]([C:9]([NH:16][C:17]2[CH:18]=[C:19]3[C:23](=[CH:24][CH:25]=2)[CH2:22][N:21]([C:26]([O:28][C:29]([CH3:32])([CH3:31])[CH3:30])=[O:27])[CH2:20]3)=[O:11])[NH:5][C:6]=1[CH2:7][CH3:8]. (5) Given the reactants [C:1](Cl)(=[O:10])[C:2]1[CH:7]=[CH:6][CH:5]=[C:4]([O:8][CH3:9])[CH:3]=1.[NH2:12][C@@H:13]([CH2:17][CH2:18][CH:19]1[CH2:24][CH2:23][CH2:22][CH2:21][CH2:20]1)[C:14]([OH:16])=O.[CH2:25]([CH2:27][NH2:28])O.[F:29][C:30]1[CH:38]=[C:37]2[C:33]([CH2:34][CH2:35][NH:36]2)=[CH:32][CH:31]=1, predict the reaction product. The product is: [CH:19]1([CH2:18][CH2:17][C@H:13]([NH:12][C:1](=[O:10])[C:2]2[CH:7]=[CH:6][CH:5]=[C:4]([O:8][CH3:9])[CH:3]=2)[C:14](=[O:16])[NH:28][CH2:27][CH2:25][N:36]2[C:37]3[C:33](=[CH:32][CH:31]=[C:30]([F:29])[CH:38]=3)[CH2:34][CH2:35]2)[CH2:24][CH2:23][CH2:22][CH2:21][CH2:20]1. (6) The product is: [C@@H:1]1([N:8]2[C:15](=[O:25])[C:16]3[C:17](=[CH:21][CH:22]=[CH:23][CH:24]=3)[C:18]2=[O:20])[CH2:6][CH2:5][CH:4]=[CH:3][CH2:2]1. Given the reactants [C:1]1(C)[CH:6]=[CH:5][CH:4]=[CH:3][CH:2]=1.[N:8](CC)(CC)CC.[C:15]1(=[O:25])[O:20][C:18](=O)[C:17]2=[CH:21][CH:22]=[CH:23][CH:24]=[C:16]12, predict the reaction product. (7) Given the reactants [CH3:1][O:2][C@H:3]([C:7]1[CH:12]=[CH:11][CH:10]=[CH:9][CH:8]=1)[C:4]([OH:6])=O.[NH2:13][CH2:14][C:15]1[CH:22]=[CH:21][C:18]([C:19]#[N:20])=[CH:17][CH:16]=1, predict the reaction product. The product is: [C:14]([C:15]1[CH:22]=[CH:21][C:18]([CH2:19][NH:20][C:4](=[O:6])[C@H:3]([O:2][CH3:1])[C:7]2[CH:12]=[CH:11][CH:10]=[CH:9][CH:8]=2)=[CH:17][CH:16]=1)#[N:13]. (8) Given the reactants F[C:2]1[C:11]2[O:10][CH:9]([CH2:12][NH2:13])[CH2:8][NH:7][C:6]=2[CH:5]=[CH:4][CH:3]=1.[NH2:14][C:15]1C=CC=C(C#N)C=1O, predict the reaction product. The product is: [C:15]([C:2]1[C:11]2[O:10][CH:9]([CH2:12][NH2:13])[CH2:8][NH:7][C:6]=2[CH:5]=[CH:4][CH:3]=1)#[N:14]. (9) Given the reactants [C:1]1([CH2:7][CH2:8][CH2:9][CH2:10][CH2:11][C:12]([OH:14])=O)[CH:6]=[CH:5][CH:4]=[CH:3][CH:2]=1.C1N=CN(C(N2C=NC=C2)=O)C=1.[N+:27]([CH2:30][CH2:31][CH2:32][CH2:33][CH2:34][CH2:35][CH3:36])([O-:29])=[O:28].C1CCN2C(=NCCC2)CC1, predict the reaction product. The product is: [N+:27]([CH:30]([CH2:31][CH2:32][CH2:33][CH2:34][CH2:35][CH3:36])[C:12](=[O:14])[CH2:11][CH2:10][CH2:9][CH2:8][CH2:7][C:1]1[CH:2]=[CH:3][CH:4]=[CH:5][CH:6]=1)([O-:29])=[O:28].